This data is from Full USPTO retrosynthesis dataset with 1.9M reactions from patents (1976-2016). The task is: Predict the reactants needed to synthesize the given product. Given the product [CH3:20][O:19][C:9]1[C:8]([O:7][CH2:27][CH2:26][O:25][CH2:24][CH2:23][O:22][CH3:21])=[CH:15][C:12]([CH:13]=[O:14])=[C:11]([N+:16]([O-:18])=[O:17])[CH:10]=1, predict the reactants needed to synthesize it. The reactants are: C(=O)([O-])[O-].[Cs+].[Cs+].[OH:7][C:8]1[C:9]([O:19][CH3:20])=[CH:10][C:11]([N+:16]([O-:18])=[O:17])=[C:12]([CH:15]=1)[CH:13]=[O:14].[CH3:21][O:22][CH2:23][CH2:24][O:25][CH2:26][CH2:27]OS(C1C=CC(C)=CC=1)(=O)=O.